Binary Classification. Given a miRNA mature sequence and a target amino acid sequence, predict their likelihood of interaction. From a dataset of Experimentally validated miRNA-target interactions with 360,000+ pairs, plus equal number of negative samples. (1) The miRNA is hsa-miR-654-5p with sequence UGGUGGGCCGCAGAACAUGUGC. The protein sequence of the target gene is MILNSSIEDGIKRIQDDCPKAGRHNYIFVMIPTLYSIIFVVGIFGNSLVVIVIYFYMKLKTVASVFLLNLALADLCFLLTLPLWAVYTAMEYQWPFGNHLCKIASASVSFNLYASVFLLTCLSIDRYLAIVHPMKSRLRRTMLVAKVTCIIIWLMAGLASLPAVIHRNVYFIENTNITVCAFHYESQNSTLPIGLGLTKNILGFVFPFVIILTSYTLIWKALKKAYKIQKNTPRNDDIFRIIMAIVLFFFFSWVPHQIFSFLDVLIQLGVIHDCEIADVVDTAMPITICIAYFNNCLNPL.... Result: 0 (no interaction). (2) The miRNA is mmu-miR-453 with sequence AGGUUGCCUCAUAGUGAGCUUGCA. The protein sequence of the target gene is MIIPVRCFTCGKIVGNKWEAYLGLLQAEYTEGDALDALGLKRYCCRRMLLAHVDLIEKLLNYAPLEK. Result: 1 (interaction). (3) The miRNA is hsa-miR-6838-5p with sequence AAGCAGCAGUGGCAAGACUCCU. The protein sequence of the target gene is MDFQQLADVAEKWCSNTPFELIATEETERRMDFYADPGVSFYVLCPDNGCGDNFHVWSESEDCLPFLQLAQDYISSCGKKTLHEVLEKVFKSFRPLLGLPDADDDAFEEYSADVEEEEPEADHPQMGVSQQ. Result: 0 (no interaction).